This data is from In vitro SARS-CoV-2 activity screen of 1,480 approved drugs from Prestwick library. The task is: Binary Classification. Given a drug SMILES string, predict its activity (active/inactive) in a high-throughput screening assay against a specified biological target. (1) The drug is CC(C)(C)NC[C@H](O)COc1ccccc1C1CCCC1.CC(C)(C)NC[C@H](O)COc1ccccc1C1CCCC1.O=S(=O)(O)O. The result is 0 (inactive). (2) The compound is C[C@H]1COc2c(N3CCN(C)CC3)c(F)cc3c(=O)c(C(=O)O)cn1c23. The result is 1 (active). (3) The drug is CCN(CC)CCOC(=O)C1(C2CCCCC2)CCCCC1.Cl. The result is 0 (inactive). (4) The drug is Cc1cn[nH]c1. The result is 0 (inactive). (5) The result is 0 (inactive). The compound is C[N+]1(CCCCC[N+]2(C)CCCC2)CCCC1.O=C([O-])[C@H](O)[C@@H](O)C(=O)O.O=C([O-])[C@H](O)[C@@H](O)C(=O)O.